This data is from Forward reaction prediction with 1.9M reactions from USPTO patents (1976-2016). The task is: Predict the product of the given reaction. (1) Given the reactants [CH3:1][O:2][CH2:3][C:4](OC)=[O:5].[O:8]1[CH2:13][CH2:12][CH2:11][CH2:10][CH:9]1[O:14][C:15]1[CH:16]=[C:17]([Mg]Br)[CH:18]=[CH:19][CH:20]=1.O, predict the reaction product. The product is: [CH3:1][O:2][CH2:3][C:4]([C:17]1[CH:18]=[CH:19][CH:20]=[C:15]([O:14][CH:9]2[CH2:10][CH2:11][CH2:12][CH2:13][O:8]2)[CH:16]=1)=[O:5]. (2) Given the reactants [CH2:1]([O:8][C:9]([NH:11][C@@H:12]([CH2:18][CH:19]1[CH2:21][CH2:20]1)[CH:13]([OH:17])[C:14](O)=[O:15])=[O:10])[C:2]1[CH:7]=[CH:6][CH:5]=[CH:4][CH:3]=1.O[N:23]1C(=O)CC[C:24]1=O.C(Cl)CCl.CN, predict the reaction product. The product is: [CH:19]1([CH2:18][C@H:12]([NH:11][C:9](=[O:10])[O:8][CH2:1][C:2]2[CH:7]=[CH:6][CH:5]=[CH:4][CH:3]=2)[CH:13]([OH:17])[C:14]([NH:23][CH3:24])=[O:15])[CH2:21][CH2:20]1. (3) Given the reactants [C:1](O[BH-](OC(=O)C)OC(=O)C)(=O)C.[Na+].[CH2:15]([N:22]1[C:26]2[CH:27]=[C:28]([NH:35][C@H:36]3[CH2:41][CH2:40][C@H:39]([NH2:42])[CH2:38][CH2:37]3)[C:29]3[N:30]([C:31]([CH3:34])=[N:32][N:33]=3)[C:25]=2[CH:24]=[C:23]1[CH3:43])[C:16]1[CH:21]=[CH:20][CH:19]=[CH:18][CH:17]=1.C=O, predict the reaction product. The product is: [CH2:15]([N:22]1[C:26]2[CH:27]=[C:28]([NH:35][C@H:36]3[CH2:41][CH2:40][C@H:39]([NH:42][CH3:1])[CH2:38][CH2:37]3)[C:29]3[N:30]([C:31]([CH3:34])=[N:32][N:33]=3)[C:25]=2[CH:24]=[C:23]1[CH3:43])[C:16]1[CH:21]=[CH:20][CH:19]=[CH:18][CH:17]=1. (4) Given the reactants C(O[C:6]([N:8]1[CH2:12][C:11](=[N:13][O:14][CH3:15])[CH2:10][C@H:9]1[C:16]([OH:18])=O)=[O:7])(C)(C)C.[C:19]1([C:28]2[CH:33]=[CH:32][CH:31]=[CH:30][CH:29]=2)[CH:24]=[CH:23][C:22](C(Cl)=O)=[CH:21][CH:20]=1.[NH2:34][C@@H:35]1[CH2:40][CH2:39][CH2:38][CH2:37][C@@H:36]1[C:41]([NH2:43])=[O:42], predict the reaction product. The product is: [NH2:43][C:41]([C@H:36]1[CH2:37][CH2:38][CH2:39][CH2:40][C@H:35]1[NH:34][C:16]([C@@H:9]1[CH2:10][C:11](=[N:13][O:14][CH3:15])[CH2:12][N:8]1[C:6]([C:31]1[CH:30]=[CH:29][C:28]([C:19]2[CH:20]=[CH:21][CH:22]=[CH:23][CH:24]=2)=[CH:33][CH:32]=1)=[O:7])=[O:18])=[O:42]. (5) The product is: [Cl:1][C:2]1[CH:7]=[CH:6][C:5]([NH2:8])=[CH:4][C:3]=1[C:11]1[C:16]2[CH:17]=[CH:18][S:19][C:15]=2[CH:14]=[CH:13][N:12]=1. Given the reactants [Cl:1][C:2]1[CH:7]=[CH:6][C:5]([N+:8]([O-])=O)=[CH:4][C:3]=1[C:11]1[C:16]2[CH:17]=[CH:18][S:19][C:15]=2[CH:14]=[CH:13][N:12]=1.O.O.[Sn](Cl)Cl, predict the reaction product. (6) Given the reactants [Na].[C:2]([CH2:10][CH:11]=O)(=[O:9])[C:3]1[CH:8]=[CH:7][CH:6]=[CH:5][CH:4]=1.[Cl-].O[NH2:15].[OH-].[Na+], predict the reaction product. The product is: [C:2]([CH2:10][C:11]#[N:15])(=[O:9])[C:3]1[CH:8]=[CH:7][CH:6]=[CH:5][CH:4]=1. (7) Given the reactants [F:1][C@@H:2]1[CH2:6][CH2:5][C@H:4]([N:7]2[CH2:12][CH2:11][N:10](C(OCC3C=CC=CC=3)=O)[CH2:9][C:8]2=[O:23])[CH2:3]1.[ClH:24], predict the reaction product. The product is: [Cl-:24].[F:1][C@@H:2]1[CH2:6][CH2:5][C@H:4]([N:7]2[CH2:12][CH2:11][NH2+:10][CH2:9][C:8]2=[O:23])[CH2:3]1.